This data is from Reaction yield outcomes from USPTO patents with 853,638 reactions. The task is: Predict the reaction yield, written as a fraction of the theoretical maximum amount of product (1.0 means a 100% yield; for example, 0.34 means a 34% yield). (1) The reactants are [C:1]([C:3]1[CH:8]=[CH:7][C:6]([NH:9][C:10]2[C:18]([F:19])=[C:17]([F:20])[CH:16]=[CH:15][C:11]=2[C:12]([OH:14])=[O:13])=[C:5]([F:21])[CH:4]=1)#[CH:2].N1C2C(=CC=CC=2)C=CC=1. The catalyst is C1COCC1.[Pd].CC([O-])=O.CC([O-])=O.[Pb+2]. The product is [F:19][C:18]1[C:10]([NH:9][C:6]2[CH:7]=[CH:8][C:3]([CH:1]=[CH2:2])=[CH:4][C:5]=2[F:21])=[C:11]([CH:15]=[CH:16][C:17]=1[F:20])[C:12]([OH:14])=[O:13]. The yield is 0.720. (2) The reactants are P([O-])([O-])([O-])=O.[K+].[K+].[K+].[CH2:9]([O:11][CH2:12][CH2:13][O:14][C:15]1[CH:16]=[C:17](/[CH:22]=[C:23](\[O:28][CH3:29])/[C:24]([O:26][CH3:27])=[O:25])[CH:18]=[CH:19][C:20]=1I)[CH3:10].[CH3:30][N:31]([C:40]1[CH:41]=[C:42](B(O)O)[CH:43]=[CH:44][CH:45]=1)[C:32]([NH:34][CH2:35][CH2:36][CH2:37][CH2:38][CH3:39])=[O:33].O.[CH3:50]N(C)C=O. The catalyst is C([O-])(=O)C.[Pd+2].C([O-])(=O)C.C1(P(C2CCCCC2)C2C=CC=CC=2C2C=CC=CC=2)CCCCC1.C(OCC)(=O)C. The product is [CH2:29]([O:28]/[C:23](=[CH:22]\[C:17]1[CH:18]=[CH:19][C:20]([C:44]2[CH:43]=[CH:42][CH:41]=[C:40]([N:31]([CH3:30])[C:32]([NH:34][CH2:35][CH2:36][CH2:37][CH2:38][CH3:39])=[O:33])[CH:45]=2)=[C:15]([O:14][CH2:13][CH2:12][O:11][CH2:9][CH3:10])[CH:16]=1)/[C:24]([O:26][CH3:27])=[O:25])[CH3:50]. The yield is 0.890. (3) The yield is 0.270. The reactants are Cl[C:2]1[C:11]2[C:6](=[CH:7][CH:8]=[C:9]([O:12][CH2:13][CH2:14][O:15][CH3:16])[CH:10]=2)[N:5]=[CH:4][N:3]=1.[O:17]1[C:21]2[CH:22]=[CH:23][C:24]([O:26][C:27]3[CH:32]=[CH:31][C:30]([NH2:33])=[CH:29][C:28]=3[CH3:34])=[CH:25][C:20]=2[N:19]=[CH:18]1. The catalyst is C(O)(C)C.ClCCCl. The product is [O:17]1[C:21]2[CH:22]=[CH:23][C:24]([O:26][C:27]3[CH:32]=[CH:31][C:30]([NH:33][C:2]4[C:11]5[C:6](=[CH:7][CH:8]=[C:9]([O:12][CH2:13][CH2:14][O:15][CH3:16])[CH:10]=5)[N:5]=[CH:4][N:3]=4)=[CH:29][C:28]=3[CH3:34])=[CH:25][C:20]=2[N:19]=[CH:18]1. (4) The reactants are [CH3:1][O:2][C:3]([C:5]1[C:14]2[C:9](=[CH:10][CH:11]=[CH:12][CH:13]=2)[CH:8]=[CH:7][N+:6]=1[O-])=[O:4].O=P(Cl)(Cl)[Cl:18]. No catalyst specified. The product is [Cl:18][C:7]1[N:6]=[C:5]([C:3]([O:2][CH3:1])=[O:4])[C:14]2[C:9]([CH:8]=1)=[CH:10][CH:11]=[CH:12][CH:13]=2. The yield is 0.490. (5) The reactants are [C:1]([C:5]1[CH:10]=[C:9]([CH2:11][CH3:12])[CH:8]=[CH:7][C:6]=1[OH:13])([CH3:4])([CH3:3])[CH3:2].CCN(CC)CC.Cl[C:22]([O:24][CH3:25])=[O:23].O. The catalyst is C(Cl)Cl. The product is [C:22](=[O:23])([O:24][CH3:25])[O:13][C:6]1[CH:7]=[CH:8][C:9]([CH2:11][CH3:12])=[CH:10][C:5]=1[C:1]([CH3:4])([CH3:3])[CH3:2]. The yield is 0.910. (6) The reactants are [F:1][C:2]([F:24])([F:23])[O:3][C:4]1[CH:9]=[CH:8][C:7]([N:10]2[CH:14]=[N:13][C:12]([C:15]3[CH:20]=[CH:19][C:18]([CH2:21]O)=[CH:17][CH:16]=3)=[N:11]2)=[CH:6][CH:5]=1.C1(P(C2C=CC=CC=2)C2C=CC=CC=2)C=CC=CC=1.C(Br)(Br)(Br)[Br:45]. The catalyst is C1COCC1. The product is [Br:45][CH2:21][C:18]1[CH:19]=[CH:20][C:15]([C:12]2[N:13]=[CH:14][N:10]([C:7]3[CH:8]=[CH:9][C:4]([O:3][C:2]([F:24])([F:23])[F:1])=[CH:5][CH:6]=3)[N:11]=2)=[CH:16][CH:17]=1. The yield is 0.770.